From a dataset of Reaction yield outcomes from USPTO patents with 853,638 reactions. Predict the reaction yield, written as a fraction of the theoretical maximum amount of product (1.0 means a 100% yield; for example, 0.34 means a 34% yield). (1) The reactants are C1(P(C2C=CC=CC=2)C2C=CC=CC=2)C=CC=CC=1.BrN1C(=O)CCC1=O.[CH:28]1([CH2:33][CH:34]([C:38]2[CH:43]=[CH:42][C:41]([N:44]3[C:48]([CH3:49])=[N:47][N:46]=[N:45]3)=[C:40]([C:50]([F:53])([F:52])[F:51])[CH:39]=2)[C:35]([OH:37])=O)[CH2:32][CH2:31][CH2:30][CH2:29]1.[NH2:54][C:55]1[S:56][CH:57]=[CH:58][N:59]=1. The catalyst is C(Cl)Cl. The product is [CH:28]1([CH2:33][CH:34]([C:38]2[CH:43]=[CH:42][C:41]([N:44]3[C:48]([CH3:49])=[N:47][N:46]=[N:45]3)=[C:40]([C:50]([F:52])([F:51])[F:53])[CH:39]=2)[C:35]([NH:54][C:55]2[S:56][CH:57]=[CH:58][N:59]=2)=[O:37])[CH2:32][CH2:31][CH2:30][CH2:29]1. The yield is 0.700. (2) The reactants are [F:1][C:2]1[CH:7]=[CH:6][C:5]([CH:8]([OH:12])[C:9]([OH:11])=[O:10])=[CH:4][CH:3]=1.OS(O)(=O)=O.[CH2:18](O)[CH3:19]. No catalyst specified. The product is [F:1][C:2]1[CH:3]=[CH:4][C:5]([CH:8]([OH:12])[C:9]([O:11][CH2:18][CH3:19])=[O:10])=[CH:6][CH:7]=1. The yield is 0.900. (3) The reactants are [O:1]=[C:2]1[NH:8][C:7]2[CH:9]=[C:10]([C:13](OC)=[O:14])[CH:11]=[N:12][C:6]=2[N:5]2[CH2:17][CH2:18][CH2:19][CH:4]2[CH2:3]1.[H-].[Na+].[H-].[Li+].[Al+3].[H-].[H-].[H-].[C@H](O)(C([O-])=O)[C@@H](O)C([O-])=O.[Na+].[K+]. The catalyst is C1COCC1.O.CO. The product is [OH:14][CH2:13][C:10]1[CH:11]=[N:12][C:6]2[N:5]3[CH2:17][CH2:18][CH2:19][CH:4]3[CH2:3][C:2](=[O:1])[NH:8][C:7]=2[CH:9]=1. The yield is 0.810. (4) The reactants are [C:1]1([CH3:25])[CH:6]=[CH:5][CH:4]=[CH:3][C:2]=1[CH:7]1[CH2:16][CH2:15][C:14]2[C:9](=[CH:10][CH:11]=[C:12]([O:17][C:18]3[S:19][C:20]([CH2:23][NH2:24])=[CH:21][N:22]=3)[CH:13]=2)[O:8]1.Cl.CN(C)CCCN=C=NCC.ON1C2C=CC=CC=2N=N1.CN1CCOCC1.[O:55]1[C:59]([C:60](O)=[O:61])=[CH:58][CH:57]=[N:56]1. The catalyst is CN(C=O)C.O. The product is [C:1]1([CH3:25])[CH:6]=[CH:5][CH:4]=[CH:3][C:2]=1[CH:7]1[CH2:16][CH2:15][C:14]2[C:9](=[CH:10][CH:11]=[C:12]([O:17][C:18]3[S:19][C:20]([CH2:23][NH:24][C:60]([C:59]4[O:55][N:56]=[CH:57][CH:58]=4)=[O:61])=[CH:21][N:22]=3)[CH:13]=2)[O:8]1. The yield is 0.590.